Dataset: Forward reaction prediction with 1.9M reactions from USPTO patents (1976-2016). Task: Predict the product of the given reaction. Given the reactants [Si]([O:8][CH:9]([C:22]1[O:23][C:24]([C:27]2[CH:28]=[C:29]([CH:34]=[CH:35][CH:36]=2)[C:30]([O:32][CH3:33])=[O:31])=[CH:25][N:26]=1)[CH2:10][CH2:11][CH2:12][CH2:13][CH2:14][CH2:15][C:16]1[CH:21]=[CH:20][CH:19]=[CH:18][CH:17]=1)(C(C)(C)C)(C)C.[Si](OC(C1OC([Sn](CCCC)(CCCC)CCCC)=CN=1)CCCCCCC1C=CC=CC=1)(C(C)(C)C)(C)C.BrC1C=C(C=CC=1)C(OC)=O, predict the reaction product. The product is: [C:16]1([CH2:15][CH2:14][CH2:13][CH2:12][CH2:11][CH2:10][C:9]([C:22]2[O:23][C:24]([C:27]3[CH:28]=[C:29]([CH:34]=[CH:35][CH:36]=3)[C:30]([O:32][CH3:33])=[O:31])=[CH:25][N:26]=2)=[O:8])[CH:17]=[CH:18][CH:19]=[CH:20][CH:21]=1.